This data is from CYP2C19 inhibition data for predicting drug metabolism from PubChem BioAssay. The task is: Regression/Classification. Given a drug SMILES string, predict its absorption, distribution, metabolism, or excretion properties. Task type varies by dataset: regression for continuous measurements (e.g., permeability, clearance, half-life) or binary classification for categorical outcomes (e.g., BBB penetration, CYP inhibition). Dataset: cyp2c19_veith. (1) The compound is Cc1cnc(CNc2ncnc3ccc(-c4cccc(NS(C)(=O)=O)c4)cc23)cn1. The result is 0 (non-inhibitor). (2) The molecule is CCOC(=O)Cc1csc(NC(=O)c2ccc(S(=O)(=O)N3CCCCC3)cc2)n1. The result is 1 (inhibitor). (3) The result is 1 (inhibitor). The molecule is COc1ccccc1C(=O)O/N=C1/CCCc2c1ccc(OC)c2[N+](=O)[O-].